From a dataset of NCI-60 drug combinations with 297,098 pairs across 59 cell lines. Regression. Given two drug SMILES strings and cell line genomic features, predict the synergy score measuring deviation from expected non-interaction effect. (1) Drug 1: C1=CC(=CC=C1CCC2=CNC3=C2C(=O)NC(=N3)N)C(=O)NC(CCC(=O)O)C(=O)O. Drug 2: C1=CC=C(C(=C1)C(C2=CC=C(C=C2)Cl)C(Cl)Cl)Cl. Cell line: MALME-3M. Synergy scores: CSS=9.91, Synergy_ZIP=-4.30, Synergy_Bliss=-1.64, Synergy_Loewe=-11.0, Synergy_HSA=-1.48. (2) Drug 1: C1CCN(CC1)CCOC2=CC=C(C=C2)C(=O)C3=C(SC4=C3C=CC(=C4)O)C5=CC=C(C=C5)O. Drug 2: C1CC(=O)NC(=O)C1N2CC3=C(C2=O)C=CC=C3N. Cell line: MCF7. Synergy scores: CSS=6.31, Synergy_ZIP=-4.74, Synergy_Bliss=-3.08, Synergy_Loewe=-4.31, Synergy_HSA=-0.0704. (3) Cell line: SW-620. Drug 2: C1C(C(OC1N2C=NC3=C2NC=NCC3O)CO)O. Synergy scores: CSS=22.5, Synergy_ZIP=1.20, Synergy_Bliss=1.86, Synergy_Loewe=-12.6, Synergy_HSA=0.863. Drug 1: CC12CCC3C(C1CCC2=O)CC(=C)C4=CC(=O)C=CC34C. (4) Drug 1: C1=CC(=CC=C1CCC2=CNC3=C2C(=O)NC(=N3)N)C(=O)NC(CCC(=O)O)C(=O)O. Drug 2: COC1=C2C(=CC3=C1OC=C3)C=CC(=O)O2. Cell line: K-562. Synergy scores: CSS=53.6, Synergy_ZIP=1.98, Synergy_Bliss=1.71, Synergy_Loewe=-16.8, Synergy_HSA=1.55. (5) Drug 1: CC12CCC3C(C1CCC2NC(=O)OCC(F)(F)F)CCC4C3(C=CC(=O)N4C)C. Drug 2: CC1CCC2CC(C(=CC=CC=CC(CC(C(=O)C(C(C(=CC(C(=O)CC(OC(=O)C3CCCCN3C(=O)C(=O)C1(O2)O)C(C)CC4CCC(C(C4)OC)OP(=O)(C)C)C)C)O)OC)C)C)C)OC. Cell line: T-47D. Synergy scores: CSS=26.0, Synergy_ZIP=1.36, Synergy_Bliss=5.48, Synergy_Loewe=2.23, Synergy_HSA=6.55. (6) Drug 1: COC1=CC(=CC(=C1O)OC)C2C3C(COC3=O)C(C4=CC5=C(C=C24)OCO5)OC6C(C(C7C(O6)COC(O7)C8=CC=CS8)O)O. Drug 2: CC(C)NC(=O)C1=CC=C(C=C1)CNNC.Cl. Cell line: SNB-75. Synergy scores: CSS=22.0, Synergy_ZIP=-3.51, Synergy_Bliss=3.78, Synergy_Loewe=-18.6, Synergy_HSA=2.46.